Predict the reactants needed to synthesize the given product. From a dataset of Full USPTO retrosynthesis dataset with 1.9M reactions from patents (1976-2016). (1) Given the product [OH:1][C:2]1[CH:7]=[CH:6][C:5]([C:8]2[NH:16][C:15]3[C:14](=[O:25])[N:13]([CH2:26][CH2:27][CH3:28])[CH:12]=[N:11][C:10]=3[N:9]=2)=[CH:4][CH:3]=1, predict the reactants needed to synthesize it. The reactants are: [OH:1][C:2]1[CH:7]=[CH:6][C:5]([C:8]2[N:16](COCC[Si](C)(C)C)[C:15]3[C:14](=[O:25])[N:13]([CH2:26][CH2:27][CH3:28])[CH:12]=[N:11][C:10]=3[N:9]=2)=[CH:4][CH:3]=1.Cl. (2) The reactants are: [Cl-].O[NH3+:3].[C:4](=[O:7])([O-])[OH:5].[Na+].CS(C)=O.[CH2:13]([C:17]1[N:18]=[C:19]([CH3:50])[N:20]([C:40]2[CH:41]=[CH:42][C:43]3[O:47][CH:46]([CH3:48])[CH2:45][C:44]=3[CH:49]=2)[C:21](=[O:39])[C:22]=1[CH2:23][C:24]1[CH:29]=[CH:28][C:27]([C:30]2[C:31]([C:36]#[N:37])=[CH:32][CH:33]=[CH:34][CH:35]=2)=[CH:26][C:25]=1[F:38])[CH2:14][CH2:15][CH3:16]. Given the product [CH2:13]([C:17]1[N:18]=[C:19]([CH3:50])[N:20]([C:40]2[CH:41]=[CH:42][C:43]3[O:47][CH:46]([CH3:48])[CH2:45][C:44]=3[CH:49]=2)[C:21](=[O:39])[C:22]=1[CH2:23][C:24]1[CH:29]=[CH:28][C:27]([C:30]2[CH:35]=[CH:34][CH:33]=[CH:32][C:31]=2[C:36]2[NH:3][C:4](=[O:7])[O:5][N:37]=2)=[CH:26][C:25]=1[F:38])[CH2:14][CH2:15][CH3:16], predict the reactants needed to synthesize it. (3) Given the product [C:30]([O:33][O:13][C:8]1[CH:9]=[CH:10][CH:11]=[C:12]2[C:7]=1[NH:6][CH:5]=[C:4]2[CH2:3][CH2:2][NH:18][C@@H:19]([CH3:29])[C@H:20]([OH:21])[C:22]1[CH:27]=[CH:26][C:25]([OH:28])=[CH:24][CH:23]=1)(=[O:32])[CH3:31], predict the reactants needed to synthesize it. The reactants are: O=[CH:2][CH2:3][C:4]1[C:12]2[C:7](=[C:8]([O:13]CC([O-])=O)[CH:9]=[CH:10][CH:11]=2)[NH:6][CH:5]=1.[NH2:18][C@@H:19]([CH3:29])[C@@H:20]([C:22]1[CH:27]=[CH:26][C:25]([OH:28])=[CH:24][CH:23]=1)[OH:21].[C:30]([O:33][BH-]([O:33][C:30](=[O:32])[CH3:31])[O:33][C:30](=[O:32])[CH3:31])(=[O:32])[CH3:31].[Na+].O.